The task is: Binary Classification. Given a miRNA mature sequence and a target amino acid sequence, predict their likelihood of interaction.. This data is from Experimentally validated miRNA-target interactions with 360,000+ pairs, plus equal number of negative samples. (1) The miRNA is hsa-miR-3944-5p with sequence UGUGCAGCAGGCCAACCGAGA. The protein sequence of the target gene is MARRQDEARAGVPLRVEGPPDKEVHLILYHWTHSFSSQKVRLVIAEKALKCEEHDVSLPLSEHNEPWFMRLNSAGEVPVLVHGENIICEATQIIDYLEQTFLDERTPRLMPDEGSMYYPRVQHYRELLDSLPMDAYTHGCILHPELTVDSMIPAYATTRIRSQIGNTESELKKLAEENPDLQEAYIAKQKRLKSKLLDHDNVKYLKKILDELEKVLDQVETELQRRNEETPEEGNQPWLCGESFTLADVSLAVTLHRLKFLGFARRNWGHGKRPNLETYYERVLKRKTFNKVLGHVNNIL.... Result: 0 (no interaction). (2) The miRNA is hsa-miR-4800-3p with sequence CAUCCGUCCGUCUGUCCAC. The protein sequence of the target gene is MDPNPRAALERQQLRLRERQKFFEDILQPETEFVFPLSHLHLESQRPPIGSISSMEVNVDTLEQVEFIDLADQDGADVFLPCEESSPAPQMSGVDDHPEELSLLVPTSDRTTSRTSSLSSDSSNLRSPNPSDGGGDTPLAQSDEEDGDDGGAEPGPCS. Result: 0 (no interaction). (3) The miRNA is hsa-miR-4777-5p with sequence UUCUAGAUGAGAGAUAUAUAUA. The protein sequence of the target gene is MQVLRHSEHTLKTALLSKNPVLVSQYEKLDAGEQRLMNEAFQPRSNLFEPITVHSQSDWISSHPEAPQDFEQFFSDRYRKAPCPKKHIIYIQSIGSLGNTRVISEEYIKWLKGYCEAFFYGLKVKFLEPVSVSETKCSFRVNEHTQNLQIHTGHILAFLKKNKPEDAFCIVGITMIDLYPRDSWNFVFGQASLSSGVGIFSFARYGKDFYTSKYEGNVTSLQLTSPTDYSIFDNYYIPEITSVLLLRSCKTLTHEIGHILGLRHCQWLACLMQGSNHLEESDRRPLNVCPICLRKLQSAI.... Result: 0 (no interaction). (4) The miRNA is hsa-miR-30d-5p with sequence UGUAAACAUCCCCGACUGGAAG. Result: 1 (interaction). The protein sequence of the target gene is MAASQQQASAASSAAGVSGPSSAGGPGPQQQPQPPAQLVGPAQSGLLQQQQQDFDPVQRYKMLIPQLKESLQTLMKVAAQNLIQNTNIDNGQKSSDGPIQRFDKCLEEFYALCDQLELCLRLAHECLSQSCDSAKHSPTLVPTATKPDAVQPDSLPYPQYLAVIKAQISCAKDIHTALLDCANKVTGKTPAPPAGPGGTL. (5) The miRNA is rno-miR-146a-5p with sequence UGAGAACUGAAUUCCAUGGGUU. The protein sequence of the target gene is MTSCSNTCGSRRAQADTEGGYQQRYGVRSYLHQFYEDCTASIWEYEDDFQIQRSPNRWSSVFWKVGLISGTVFVILGLTVLAVGFLVPPKIEAFGEADFMVVDTHAVKYNGALDTCKLAGAVLFCIGGTSMAGCLLMSVFAKSYSKEEKFLQQKFKERIADIKAHTQPITKAPGPGDTKIPVTLSRVQNVQPLSAT. Result: 0 (no interaction). (6) The miRNA is mmu-miR-466g with sequence AUACAGACACAUGCACACACA. The protein sequence of the target gene is MANRRVGRGCWEVSPTERRPPAGLRGPAAEEEASSPPVLSLSHFCRSPFLCFGDVLLGASRTLSLALDNPNEEVAEVKISHFPAADLGFSVSQRCFVLQPKEKIVISVNWTPLKEGRVREIMTFLVNDVLKHQAILLGNAEEQKKKKRSLWDTIKKKKISASTSHNRRVSNIQNVNKTFSVSQKVDRVRSPLQACENLAMNEGGPPTENNSLILEENKIPISPISPAFNECHGATCLPLSVRRSTTYSSLHASENRELLNVHSANVSKVSFNEKAVTETSFNSVNVNGQRGENSKLSLTP.... Result: 0 (no interaction). (7) The miRNA is mmu-miR-463-3p with sequence UGAUAGACACCAUAUAAGGUAG. The protein sequence of the target gene is MIARQQCVRGGPRGFSCGSAIVGGGKRGAFSSVSMSGGAGRCSSGGFGSRSLYNLRGNKSISMSVAGSRQGACFGGAGGFGTGGFGGGFGGSFSGKGGPGFPVCPAGGIQEVTINQSLLTPLHVEIDPEIQKVRTEEREQIKLLNNKFASFIDKVQFLEQQNKVLETKWNLLQQQTTTTSSKNLEPLFETYLSVLRKQLDTLGNDKGRLQSELKTMQDSVEDFKTKYEEEINKRTAAENDFVVLKKDVDAAYLNKVELEAKVDSLNDEINFLKVLYDAELSQMQTHVSDTSVVLSMDNNR.... Result: 0 (no interaction). (8) The miRNA is mmu-miR-409-3p with sequence GAAUGUUGCUCGGUGAACCCCU. The protein sequence of the target gene is MPSLLPLVLTFLSVSSPSWCQNSDIESLKASNGDSFPWNNMRLPEYMTPIHYDLMIHANLSTLTFWGKTEVEIIASRPTSTIIMHSHHLQISKATLRRGAGEMLSEEPLKVLEYPAHEQVALLAAQPLLAGSLYTVIIDYAANLSESFHGFYKSTYRTQEGEMRILAATQFEPTAARMAFPCFDEPALKASFSIKIKRDPRHLAISNMPLVKSVNVAEGLIEDHFDITVKMSTYLVAFIISDFKSVSKMTKSGVKVSVYAVPDKINQADYALDAAVTLLEFYEDYFNIPYPLPKQDLAAI.... Result: 0 (no interaction).